From a dataset of NCI-60 drug combinations with 297,098 pairs across 59 cell lines. Regression. Given two drug SMILES strings and cell line genomic features, predict the synergy score measuring deviation from expected non-interaction effect. (1) Drug 1: C1CN(P(=O)(OC1)NCCCl)CCCl. Drug 2: CC(C)CN1C=NC2=C1C3=CC=CC=C3N=C2N. Cell line: K-562. Synergy scores: CSS=14.9, Synergy_ZIP=-2.22, Synergy_Bliss=-2.76, Synergy_Loewe=-3.00, Synergy_HSA=0.616. (2) Drug 1: CCN(CC)CCNC(=O)C1=C(NC(=C1C)C=C2C3=C(C=CC(=C3)F)NC2=O)C. Cell line: SK-MEL-28. Synergy scores: CSS=10.6, Synergy_ZIP=-3.78, Synergy_Bliss=-1.70, Synergy_Loewe=-5.06, Synergy_HSA=-2.15. Drug 2: C1=NC2=C(N1)C(=S)N=CN2.